Dataset: Reaction yield outcomes from USPTO patents with 853,638 reactions. Task: Predict the reaction yield, written as a fraction of the theoretical maximum amount of product (1.0 means a 100% yield; for example, 0.34 means a 34% yield). (1) The reactants are Br[C:2]1[CH:10]=[CH:9][C:5]([C:6]([OH:8])=[O:7])=[CH:4][CH:3]=1.B(O)(O)[C:12]1[CH:17]=[CH:16][CH:15]=[C:14]([C:18]([F:21])([F:20])[F:19])[CH:13]=1.C([O-])([O-])=O.[Cs+].[Cs+]. The catalyst is O1CCOCC1.CCO.C1C=CC(P(C2C=CC=CC=2)[C-]2C=CC=C2)=CC=1.C1C=CC(P(C2C=CC=CC=2)[C-]2C=CC=C2)=CC=1.Cl[Pd]Cl.[Fe+2]. The product is [F:19][C:18]([F:21])([F:20])[C:14]1[CH:13]=[C:12]([C:2]2[CH:10]=[CH:9][C:5]([C:6]([OH:8])=[O:7])=[CH:4][CH:3]=2)[CH:17]=[CH:16][CH:15]=1. The yield is 0.860. (2) The reactants are C(OC(=O)[NH:7][CH2:8][C:9]1[CH:14]=[CH:13][C:12]([N:15]2[C:23]3[C:18](=[CH:19][C:20]([F:24])=[CH:21][CH:22]=3)[C:17]([Cl:25])=[C:16]2[C:26]2[O:27][C:28]([CH3:31])=[N:29][N:30]=2)=[CH:11][CH:10]=1)(C)(C)C.Cl. The catalyst is C(OCC)(=O)C.C1(OC)C=CC=CC=1. The product is [ClH:25].[Cl:25][C:17]1[C:18]2[C:23](=[CH:22][CH:21]=[C:20]([F:24])[CH:19]=2)[N:15]([C:12]2[CH:11]=[CH:10][C:9]([CH2:8][NH2:7])=[CH:14][CH:13]=2)[C:16]=1[C:26]1[O:27][C:28]([CH3:31])=[N:29][N:30]=1. The yield is 0.980. (3) The reactants are [Br:1]N1C(=O)CCC1=O.CC(N=NC(C#N)(C)C)(C#N)C.[F:21][C:22]1[CH:27]=[CH:26][C:25]([CH3:28])=[C:24]([I:29])[CH:23]=1. The catalyst is C(Cl)(Cl)(Cl)Cl. The product is [Br:1][CH2:28][C:25]1[CH:26]=[CH:27][C:22]([F:21])=[CH:23][C:24]=1[I:29]. The yield is 0.580.